Dataset: CYP3A4 inhibition data for predicting drug metabolism from PubChem BioAssay. Task: Regression/Classification. Given a drug SMILES string, predict its absorption, distribution, metabolism, or excretion properties. Task type varies by dataset: regression for continuous measurements (e.g., permeability, clearance, half-life) or binary classification for categorical outcomes (e.g., BBB penetration, CYP inhibition). Dataset: cyp3a4_veith. (1) The result is 1 (inhibitor). The molecule is Cc1ccc(CNCC(O)(c2ccc(F)cc2)c2ccc(F)cc2)cc1. (2) The drug is c1ccc2c(c1)-c1ccccc1C2N1CC2CCC(CC2)C1. The result is 0 (non-inhibitor). (3) The molecule is CC(c1ccc(F)cc1)n1c(-c2ccc3ccccc3n2)n[nH]c1=S. The result is 1 (inhibitor). (4) The result is 0 (non-inhibitor). The molecule is CCN(CC)S(=O)(=O)CCP(=O)(O)CN1CCCCC1. (5) The compound is Cc1ccc(-n2nnnc2C(=Cc2ccc(N(C)C)cc2)c2nnnn2-c2ccc(C)cc2)cc1. The result is 1 (inhibitor).